From a dataset of Forward reaction prediction with 1.9M reactions from USPTO patents (1976-2016). Predict the product of the given reaction. (1) Given the reactants [CH3:1][C:2]1([CH3:9])[NH:6][C:5](=[O:7])[NH:4][C:3]1=[O:8].[C:10](OC(=O)C)(=[O:12])[CH3:11], predict the reaction product. The product is: [C:10]([N:6]1[C:2]([CH3:9])([CH3:1])[C:3](=[O:8])[NH:4][C:5]1=[O:7])(=[O:12])[CH3:11]. (2) Given the reactants [Cl:1][C:2]1[CH:7]=[CH:6][N:5]=[C:4]2[C:8]([C:11]([NH:13][C@H:14]3[CH2:19][CH2:18][CH2:17][CH2:16][C@@H:15]3[OH:20])=[O:12])=[CH:9][NH:10][C:3]=12.Br[CH2:22][C:23]1[CH:28]=[CH:27][CH:26]=[C:25]([F:29])[C:24]=1[F:30].C(=O)([O-])[O-].[Cs+].[Cs+], predict the reaction product. The product is: [Cl:1][C:2]1[CH:7]=[CH:6][N:5]=[C:4]2[C:8]([C:11]([NH:13][C@H:14]3[CH2:19][CH2:18][CH2:17][CH2:16][C@@H:15]3[OH:20])=[O:12])=[CH:9][N:10]([CH2:22][C:23]3[CH:28]=[CH:27][CH:26]=[C:25]([F:29])[C:24]=3[F:30])[C:3]=12. (3) The product is: [Cl:1][C:2]1[N:6]([CH:7]([F:8])[F:9])[C:5]([CH3:10])=[N:4][C:3]=1[C:11]1[CH:16]=[C:15]([O:17][N:27]2[N:28]=[C:29]([O:35][CH3:36])[CH:30]=[C:31]([O:33][CH3:34])[NH:32]2)[C:14]([Cl:18])=[CH:13][C:12]=1[F:19]. Given the reactants [Cl:1][C:2]1[N:6]([CH:7]([F:9])[F:8])[C:5]([CH3:10])=[N:4][C:3]=1[C:11]1[CH:16]=[C:15]([OH:17])[C:14]([Cl:18])=[CH:13][C:12]=1[F:19].C(=O)([O-])[O-].[K+].[K+].Cl[N:27]1[N:32]=[C:31]([O:33][CH3:34])[CH:30]=[C:29]([O:35][CH3:36])[NH:28]1, predict the reaction product. (4) Given the reactants [Cl-].O[NH3+:3].[C:4](=[O:7])([O-])[OH:5].[Na+].CS(C)=O.[CH2:13]([C:17]1[CH:18]=[C:19]([C:48]2[C:49]([C:54]#[N:55])=[CH:50][CH:51]=[CH:52][CH:53]=2)[CH:20]=[CH:21][C:22]=1[CH2:23][N:24]1[C:29]2[S:30][C:31]([CH2:33][CH3:34])=[CH:32][C:28]=2[C:27](=[O:35])[N:26]([CH2:36][C:37]([C:39]2[CH:44]=[CH:43][C:42]([O:45][CH3:46])=[CH:41][CH:40]=2)=[O:38])[C:25]1=[O:47])[CH2:14][CH2:15][CH3:16], predict the reaction product. The product is: [CH2:13]([C:17]1[CH:18]=[C:19]([C:48]2[CH:53]=[CH:52][CH:51]=[CH:50][C:49]=2[C:54]2[NH:3][C:4](=[O:7])[O:5][N:55]=2)[CH:20]=[CH:21][C:22]=1[CH2:23][N:24]1[C:29]2[S:30][C:31]([CH2:33][CH3:34])=[CH:32][C:28]=2[C:27](=[O:35])[N:26]([CH2:36][C:37]([C:39]2[CH:40]=[CH:41][C:42]([O:45][CH3:46])=[CH:43][CH:44]=2)=[O:38])[C:25]1=[O:47])[CH2:14][CH2:15][CH3:16]. (5) Given the reactants [Cl:1][C:2]1[N:7]=[CH:6][C:5]([CH2:8][OH:9])=[C:4]([CH:10]([CH3:12])[CH3:11])[CH:3]=1.[Cl-].[Na+].[O-2].[Mg+4].[O-2], predict the reaction product. The product is: [Cl:1][C:2]1[N:7]=[CH:6][C:5]([CH:8]=[O:9])=[C:4]([CH:10]([CH3:12])[CH3:11])[CH:3]=1. (6) Given the reactants [NH:1]1[CH2:5][CH2:4][C:3]2([CH2:10][CH:9]3[CH2:11][N:6]2[CH2:7][CH2:8]3)[CH2:2]1.C1(P(C2C=CC=CC=2)C2C=CC3C(=CC=CC=3)C=2C2C3C(=CC=CC=3)C=CC=2P(C2C=CC=CC=2)C2C=CC=CC=2)C=CC=CC=1.CC(C)([O-])C.[K+].Br[C:65]1[CH:66]=[C:67]([O:71][CH2:72][CH3:73])[CH:68]=[N:69][CH:70]=1, predict the reaction product. The product is: [CH2:72]([O:71][C:67]1[CH:66]=[C:65]([N:1]2[CH2:5][CH2:4][C:3]3([CH2:10][CH:9]4[CH2:11][N:6]3[CH2:7][CH2:8]4)[CH2:2]2)[CH:70]=[N:69][CH:68]=1)[CH3:73]. (7) Given the reactants [CH3:1][O:2][C:3]1[CH:4]=[C:5]([NH:9][C:10]2[C:19]3[C:14](=[C:15]([CH3:49])[CH:16]=[C:17]([S:20]([C:23]4[CH:28]=[CH:27][CH:26]=[C:25]([C:29]([N:31]5[CH2:36][CH2:35][N:34]([C:37](=[O:48])[C:38]6[CH:43]=[CH:42][CH:41]=[C:40](CC(=O)C)[CH:39]=6)[CH2:33][CH2:32]5)=[O:30])[CH:24]=4)(=[O:22])=[O:21])[CH:18]=3)[N:13]=[CH:12][C:11]=2[C:50]([NH2:52])=[O:51])[CH:6]=[CH:7][CH:8]=1.[CH2:53]([O:60][C:61]1[CH:62]=[CH:63][C:64]([C@@H:72]([O:88][Si:89]([C:92]([CH3:95])([CH3:94])[CH3:93])([CH3:91])[CH3:90])[CH2:73][NH:74][C:75]([CH3:87])([CH3:86])[CH2:76]C2C=C(C=CC=2)C(O)=O)=[C:65]2[C:70]=1[NH:69][C:68](=[O:71])[CH:67]=[CH:66]2)[C:54]1[CH:59]=[CH:58][CH:57]=[CH:56][CH:55]=1, predict the reaction product. The product is: [CH2:53]([O:60][C:61]1[CH:62]=[CH:63][C:64]([C@@H:72]([O:88][Si:89]([C:92]([CH3:95])([CH3:94])[CH3:93])([CH3:90])[CH3:91])[CH2:73][NH:74][C:75]([CH3:86])([CH3:87])[CH2:76][C:40]2[CH:39]=[C:38]([CH:43]=[CH:42][CH:41]=2)[C:37]([N:34]2[CH2:35][CH2:36][N:31]([C:29]([C:25]3[CH:24]=[C:23]([S:20]([C:17]4[CH:18]=[C:19]5[C:14](=[C:15]([CH3:49])[CH:16]=4)[N:13]=[CH:12][C:11]([C:50]([NH2:52])=[O:51])=[C:10]5[NH:9][C:5]4[CH:6]=[CH:7][CH:8]=[C:3]([O:2][CH3:1])[CH:4]=4)(=[O:22])=[O:21])[CH:28]=[CH:27][CH:26]=3)=[O:30])[CH2:32][CH2:33]2)=[O:48])=[C:65]2[C:70]=1[NH:69][C:68](=[O:71])[CH:67]=[CH:66]2)[C:54]1[CH:59]=[CH:58][CH:57]=[CH:56][CH:55]=1. (8) Given the reactants [C:1]([O:5][C:6]([NH:8][C@@H:9]([CH2:16][CH2:17][CH2:18][OH:19])[C:10]([O:12][CH:13]([CH3:15])[CH3:14])=[O:11])=[O:7])([CH3:4])([CH3:3])[CH3:2].C(=O)(OC)O[CH2:22][CH:23]=[CH2:24].C1C=CC(P(C2C(C3C(P(C4C=CC=CC=4)C4C=CC=CC=4)=CC=C4C=3C=CC=C4)=C3C(C=CC=C3)=CC=2)C2C=CC=CC=2)=CC=1.CCOCC.CCCCCC, predict the reaction product. The product is: [CH2:24]([O:19][CH2:18][CH2:17][CH2:16][C@H:9]([NH:8][C:6]([O:5][C:1]([CH3:2])([CH3:3])[CH3:4])=[O:7])[C:10]([O:12][CH:13]([CH3:15])[CH3:14])=[O:11])[CH:23]=[CH2:22].